Predict the reactants needed to synthesize the given product. From a dataset of Full USPTO retrosynthesis dataset with 1.9M reactions from patents (1976-2016). (1) Given the product [CH:1]1([NH:4][C:5](=[O:40])[C:6]2[CH:11]=[CH:10][C:9]([C:12]3[N:16]4[N:17]=[C:18]([CH:28]([C:30]5[CH:35]=[CH:34][CH:33]=[C:32]([F:36])[C:31]=5[OH:37])[OH:29])[CH:19]=[C:20]([NH:21][CH2:22][CH2:23][C:24]([F:27])([F:25])[F:26])[C:15]4=[N:14][CH:13]=3)=[CH:8][C:7]=2[CH3:39])[CH2:2][CH2:3]1, predict the reactants needed to synthesize it. The reactants are: [CH:1]1([NH:4][C:5](=[O:40])[C:6]2[CH:11]=[CH:10][C:9]([C:12]3[N:16]4[N:17]=[C:18]([CH:28]([C:30]5[CH:35]=[CH:34][CH:33]=[C:32]([F:36])[C:31]=5[O:37]C)[OH:29])[CH:19]=[C:20]([NH:21][CH2:22][CH2:23][C:24]([F:27])([F:26])[F:25])[C:15]4=[N:14][CH:13]=3)=[CH:8][C:7]=2[CH3:39])[CH2:3][CH2:2]1.C[S-].[Na+].Cl. (2) Given the product [CH:1]1([NH:4][C:5](=[O:6])[NH:7][C:8]2[CH:13]=[CH:12][C:11]([O:14][C:15]3[CH:20]=[CH:19][N:18]=[C:17]4[CH:21]=[C:22]([C:24]5[CH:29]=[CH:28][C:27]([CH2:30][N:31]([CH2:32][CH2:33][O:34][CH3:35])[C:38](=[O:39])[CH3:37])=[CH:26][CH:25]=5)[S:23][C:16]=34)=[C:10]([F:36])[CH:9]=2)[CH2:3][CH2:2]1, predict the reactants needed to synthesize it. The reactants are: [CH:1]1([NH:4][C:5]([NH:7][C:8]2[CH:13]=[CH:12][C:11]([O:14][C:15]3[CH:20]=[CH:19][N:18]=[C:17]4[CH:21]=[C:22]([C:24]5[CH:29]=[CH:28][C:27]([CH2:30][NH:31][CH2:32][CH2:33][O:34][CH3:35])=[CH:26][CH:25]=5)[S:23][C:16]=34)=[C:10]([F:36])[CH:9]=2)=[O:6])[CH2:3][CH2:2]1.[CH3:37][C:38](OC(C)=O)=[O:39].